Dataset: NCI-60 drug combinations with 297,098 pairs across 59 cell lines. Task: Regression. Given two drug SMILES strings and cell line genomic features, predict the synergy score measuring deviation from expected non-interaction effect. (1) Drug 1: CNC(=O)C1=CC=CC=C1SC2=CC3=C(C=C2)C(=NN3)C=CC4=CC=CC=N4. Drug 2: CN1C(=O)N2C=NC(=C2N=N1)C(=O)N. Cell line: TK-10. Synergy scores: CSS=-6.42, Synergy_ZIP=1.26, Synergy_Bliss=-6.61, Synergy_Loewe=-12.8, Synergy_HSA=-10.2. (2) Drug 1: CCC1(CC2CC(C3=C(CCN(C2)C1)C4=CC=CC=C4N3)(C5=C(C=C6C(=C5)C78CCN9C7C(C=CC9)(C(C(C8N6C=O)(C(=O)OC)O)OC(=O)C)CC)OC)C(=O)OC)O.OS(=O)(=O)O. Drug 2: C1=CN(C=N1)CC(O)(P(=O)(O)O)P(=O)(O)O. Cell line: NCI/ADR-RES. Synergy scores: CSS=1.57, Synergy_ZIP=-1.87, Synergy_Bliss=-4.32, Synergy_Loewe=-4.60, Synergy_HSA=-3.99. (3) Drug 1: C1=CN(C(=O)N=C1N)C2C(C(C(O2)CO)O)O.Cl. Drug 2: CC1=C(C(=O)C2=C(C1=O)N3CC4C(C3(C2COC(=O)N)OC)N4)N. Cell line: HOP-92. Synergy scores: CSS=18.0, Synergy_ZIP=-4.07, Synergy_Bliss=-0.938, Synergy_Loewe=-3.55, Synergy_HSA=0.794. (4) Drug 1: C1=CC=C(C(=C1)C(C2=CC=C(C=C2)Cl)C(Cl)Cl)Cl. Drug 2: CCC1(C2=C(COC1=O)C(=O)N3CC4=CC5=C(C=CC(=C5CN(C)C)O)N=C4C3=C2)O.Cl. Cell line: HOP-92. Synergy scores: CSS=25.7, Synergy_ZIP=-8.13, Synergy_Bliss=0.134, Synergy_Loewe=-27.0, Synergy_HSA=-1.47. (5) Drug 1: COC1=C(C=C2C(=C1)N=CN=C2NC3=CC(=C(C=C3)F)Cl)OCCCN4CCOCC4. Drug 2: CC1=CC=C(C=C1)C2=CC(=NN2C3=CC=C(C=C3)S(=O)(=O)N)C(F)(F)F. Cell line: HT29. Synergy scores: CSS=40.2, Synergy_ZIP=6.44, Synergy_Bliss=9.17, Synergy_Loewe=7.67, Synergy_HSA=8.70. (6) Drug 1: C1CCC(C(C1)N)N.C(=O)(C(=O)[O-])[O-].[Pt+4]. Drug 2: CC1C(C(CC(O1)OC2CC(CC3=C2C(=C4C(=C3O)C(=O)C5=C(C4=O)C(=CC=C5)OC)O)(C(=O)CO)O)N)O.Cl. Cell line: RXF 393. Synergy scores: CSS=55.6, Synergy_ZIP=0.260, Synergy_Bliss=4.82, Synergy_Loewe=4.08, Synergy_HSA=6.75. (7) Drug 1: CC=C1C(=O)NC(C(=O)OC2CC(=O)NC(C(=O)NC(CSSCCC=C2)C(=O)N1)C(C)C)C(C)C. Drug 2: CN(CCCl)CCCl.Cl. Cell line: 786-0. Synergy scores: CSS=66.1, Synergy_ZIP=1.27, Synergy_Bliss=2.82, Synergy_Loewe=2.78, Synergy_HSA=7.78. (8) Drug 1: CC1=CC2C(CCC3(C2CCC3(C(=O)C)OC(=O)C)C)C4(C1=CC(=O)CC4)C. Drug 2: CS(=O)(=O)OCCCCOS(=O)(=O)C. Cell line: NCI-H460. Synergy scores: CSS=15.7, Synergy_ZIP=-6.28, Synergy_Bliss=4.53, Synergy_Loewe=-9.48, Synergy_HSA=1.82. (9) Drug 1: C1=CC=C(C=C1)NC(=O)CCCCCCC(=O)NO. Drug 2: CC(C)CN1C=NC2=C1C3=CC=CC=C3N=C2N. Cell line: OVCAR3. Synergy scores: CSS=6.00, Synergy_ZIP=-1.40, Synergy_Bliss=3.13, Synergy_Loewe=-2.64, Synergy_HSA=-2.13.